The task is: Predict the reaction yield, written as a fraction of the theoretical maximum amount of product (1.0 means a 100% yield; for example, 0.34 means a 34% yield).. This data is from Reaction yield outcomes from USPTO patents with 853,638 reactions. (1) The reactants are Br[CH2:2][C:3]([C:5]1[CH:10]=[CH:9][C:8]([F:11])=[C:7]([C:12]([F:15])([F:14])[F:13])[CH:6]=1)=[O:4].[C:16]([O:20][C:21]([N:23]1[CH2:28][CH2:27][CH:26]([C:29]([OH:31])=[O:30])[CH:25]([F:32])[CH2:24]1)=[O:22])([CH3:19])([CH3:18])[CH3:17].C(N(CC)CC)C. The catalyst is C(#N)C.C(OCC)(=O)C. The product is [F:11][C:8]1[CH:9]=[CH:10][C:5]([C:3](=[O:4])[CH2:2][O:31][C:29]([CH:26]2[CH2:27][CH2:28][N:23]([C:21]([O:20][C:16]([CH3:18])([CH3:17])[CH3:19])=[O:22])[CH2:24][CH:25]2[F:32])=[O:30])=[CH:6][C:7]=1[C:12]([F:15])([F:14])[F:13]. The yield is 1.03. (2) The reactants are [Br:1][C:2]1[CH:3]=[N:4][C:5](Cl)=[N:6][CH:7]=1.[N:9]1([C:15]([O:17][C:18]([CH3:21])([CH3:20])[CH3:19])=[O:16])[CH2:14][CH2:13][NH:12][CH2:11][CH2:10]1. The catalyst is O1CCOCC1.O.C(OCC)(=O)C. The product is [Br:1][C:2]1[CH:3]=[N:4][C:5]([N:12]2[CH2:11][CH2:10][N:9]([C:15]([O:17][C:18]([CH3:21])([CH3:20])[CH3:19])=[O:16])[CH2:14][CH2:13]2)=[N:6][CH:7]=1. The yield is 0.580. (3) The reactants are [Br:1][C:2]1[CH:10]=[C:6]([C:7]([OH:9])=O)[C:5]([OH:11])=[CH:4][CH:3]=1.[NH2:12][C:13]1[CH:17]=[C:16]([C:18]2[CH:23]=[CH:22][CH:21]=[CH:20][CH:19]=2)[NH:15][N:14]=1. No catalyst specified. The product is [Br:1][C:2]1[CH:3]=[CH:4][C:5]([OH:11])=[C:6]([CH:10]=1)[C:7]([NH:12][C:13]1[CH:17]=[C:16]([C:18]2[CH:23]=[CH:22][CH:21]=[CH:20][CH:19]=2)[NH:15][N:14]=1)=[O:9]. The yield is 0.0920. (4) The reactants are [OH-].[Li+].[Cl:3][C:4]1[CH:9]=[CH:8][C:7]([C:10]2[CH:15]=[CH:14][CH:13]=[CH:12][C:11]=2[C@H:16]([O:34][P:35]([O:39][CH3:40])([O:37][CH3:38])=[O:36])[CH:17]2[CH2:22][CH2:21][N:20]([C:23]3[CH:33]=[CH:32][C:26]([C:27]([O:29]CC)=[O:28])=[CH:25][CH:24]=3)[CH2:19][CH2:18]2)=[CH:6][CH:5]=1.C1COCC1.O. The catalyst is CO. The product is [Cl:3][C:4]1[CH:9]=[CH:8][C:7]([C:10]2[CH:15]=[CH:14][CH:13]=[CH:12][C:11]=2[C@H:16]([O:34][P:35]([O:37][CH3:38])([O:39][CH3:40])=[O:36])[CH:17]2[CH2:22][CH2:21][N:20]([C:23]3[CH:33]=[CH:32][C:26]([C:27]([OH:29])=[O:28])=[CH:25][CH:24]=3)[CH2:19][CH2:18]2)=[CH:6][CH:5]=1. The yield is 0.570. (5) The reactants are [I-].[CH3:2][S+](C)(C)=O.[H-].[Na+].[NH:9]1[C:17]2[C:12](=[CH:13][CH:14]=[C:15](/[CH:18]=[C:19]3/[C:20](=[O:28])[NH:21][C:22]4[C:27]/3=[CH:26][CH:25]=[CH:24][CH:23]=4)[CH:16]=2)[CH:11]=[N:10]1. The catalyst is CN(C=O)C. The product is [NH:9]1[C:17]2[C:12](=[CH:13][CH:14]=[C:15]([C@H:18]3[C@@:19]4([C:27]5[C:22](=[CH:23][CH:24]=[CH:25][CH:26]=5)[NH:21][C:20]4=[O:28])[CH2:2]3)[CH:16]=2)[CH:11]=[N:10]1. The yield is 0.280. (6) The reactants are [Cl:1][C:2]1[CH:7]=[C:6]([Cl:8])[CH:5]=[CH:4][C:3]=1[NH:9][C:10]1[N:14]([CH2:15][C:16]([F:20])([F:19])[CH2:17]O)[C:13]2[C:21]([N:25]([CH2:28][CH3:29])[CH2:26][CH3:27])=[CH:22][CH:23]=[CH:24][C:12]=2[N:11]=1.CS(Cl)(=O)=O.C(=O)([O-])[O-].[K+].[K+]. The catalyst is N1C=CC=CC=1.O. The product is [Cl:1][C:2]1[CH:7]=[C:6]([Cl:8])[CH:5]=[CH:4][C:3]=1[N:9]1[C:10]2=[N:11][C:12]3[C:13](=[C:21]([N:25]([CH2:28][CH3:29])[CH2:26][CH3:27])[CH:22]=[CH:23][CH:24]=3)[N:14]2[CH2:15][C:16]([F:20])([F:19])[CH2:17]1. The yield is 0.510.